This data is from Reaction yield outcomes from USPTO patents with 853,638 reactions. The task is: Predict the reaction yield, written as a fraction of the theoretical maximum amount of product (1.0 means a 100% yield; for example, 0.34 means a 34% yield). (1) The product is [Br:1][C:2]1[CH:7]=[C:6]([F:8])[C:5]([F:9])=[C:4]([N:11]2[CH2:16][CH2:15][O:14][CH2:13][CH2:12]2)[CH:3]=1. The catalyst is O. The reactants are [Br:1][C:2]1[CH:3]=[C:4](F)[C:5]([F:9])=[C:6]([F:8])[CH:7]=1.[NH:11]1[CH2:16][CH2:15][O:14][CH2:13][CH2:12]1.C([O-])([O-])=O.[K+].[K+].CS(C)=O. The yield is 0.760. (2) The reactants are [NH:1]([C:3]1[N:8]([CH2:9][C:10]2[CH:15]=[CH:14][C:13]([O:16][CH3:17])=[CH:12][CH:11]=2)[C:7](=[O:18])[N:6]([CH3:19])[C:5](=[O:20])[CH:4]=1)[NH2:2].O=P(Cl)(Cl)Cl.[CH3:26]N(C=O)C. No catalyst specified. The product is [CH3:17][O:16][C:13]1[CH:14]=[CH:15][C:10]([CH2:9][N:8]2[C:3]3[NH:1][N:2]=[CH:26][C:4]=3[C:5](=[O:20])[N:6]([CH3:19])[C:7]2=[O:18])=[CH:11][CH:12]=1. The yield is 0.900. (3) The reactants are [ClH:1].C(OC([NH:9][CH2:10][CH2:11][NH:12][C:13]([C:15]1[N:16]([C:35]2[CH:40]=[CH:39][C:38]([O:41][CH:42]([CH3:44])[CH3:43])=[CH:37][CH:36]=2)[C:17]2[C:22]([CH:23]=1)=[CH:21][C:20]([O:24][C:25]1[CH:30]=[CH:29][C:28]([C:31]([F:34])([F:33])[F:32])=[CH:27][N:26]=1)=[CH:19][CH:18]=2)=[O:14])=O)(C)(C)C. The catalyst is C(Cl)Cl. The product is [ClH:1].[ClH:1].[NH2:9][CH2:10][CH2:11][NH:12][C:13]([C:15]1[N:16]([C:35]2[CH:36]=[CH:37][C:38]([O:41][CH:42]([CH3:44])[CH3:43])=[CH:39][CH:40]=2)[C:17]2[C:22]([CH:23]=1)=[CH:21][C:20]([O:24][C:25]1[CH:30]=[CH:29][C:28]([C:31]([F:33])([F:32])[F:34])=[CH:27][N:26]=1)=[CH:19][CH:18]=2)=[O:14]. The yield is 0.490. (4) The reactants are [Br:1][C:2]1[CH:10]=[C:9]2[C:5]([CH2:6][CH2:7][NH:8]2)=[CH:4][CH:3]=1.[C:11]([NH:18][C@H:19]([C:27](O)=[O:28])[CH2:20][C:21]1[CH:26]=[CH:25][CH:24]=[CH:23][CH:22]=1)([O:13][C:14]([CH3:17])([CH3:16])[CH3:15])=[O:12].C(N(C(C)C)C(C)C)C.F[P-](F)(F)(F)(F)F.N1(OC(N(C)C)=[N+](C)C)C2C=CC=CC=2N=N1. The catalyst is CN(C=O)C.O. The product is [Br:1][C:2]1[CH:10]=[C:9]2[C:5]([CH2:6][CH2:7][N:8]2[C:27](=[O:28])[C@@H:19]([NH:18][C:11](=[O:12])[O:13][C:14]([CH3:15])([CH3:16])[CH3:17])[CH2:20][C:21]2[CH:26]=[CH:25][CH:24]=[CH:23][CH:22]=2)=[CH:4][CH:3]=1. The yield is 0.428. (5) The reactants are [CH2:1]([C:4]1[C:8]([CH2:9][OH:10])=[CH:7][N:6]([C:11]2[CH:16]=[CH:15][C:14]([C:17]([F:20])([F:19])[F:18])=[CH:13][N:12]=2)[N:5]=1)[CH2:2][CH3:3]. The catalyst is [O-2].[O-2].[Mn+4].O1CCCC1. The product is [CH2:1]([C:4]1[C:8]([CH:9]=[O:10])=[CH:7][N:6]([C:11]2[CH:16]=[CH:15][C:14]([C:17]([F:18])([F:20])[F:19])=[CH:13][N:12]=2)[N:5]=1)[CH2:2][CH3:3]. The yield is 0.890. (6) The reactants are [Br:1]Br.[CH2:3]([O:5][C:6]1[C:7]([OH:14])=[C:8]([CH:11]=[CH:12][CH:13]=1)[CH:9]=[O:10])[CH3:4]. The catalyst is Br.CC(O)=O. The product is [Br:1][C:12]1[CH:13]=[C:6]([O:5][CH2:3][CH3:4])[C:7]([OH:14])=[C:8]([CH:11]=1)[CH:9]=[O:10]. The yield is 0.200.